From a dataset of Forward reaction prediction with 1.9M reactions from USPTO patents (1976-2016). Predict the product of the given reaction. (1) Given the reactants [Cl:1][C:2]1[C:33]([C:34]2([C:37]#[N:38])[CH2:36][CH2:35]2)=[CH:32][CH:31]=[CH:30][C:3]=1[C:4]([NH:6][C:7]1[CH:12]=[C:11]([O:13][C:14]2[N:19]=[C:18]3[S:20][C:21]([NH:23][C:24]([CH:26]4[CH2:28][CH2:27]4)=[O:25])=[N:22][C:17]3=[CH:16][CH:15]=2)[CH:10]=[CH:9][C:8]=1[F:29])=[O:5].[CH:39]1([C:42](Cl)=[O:43])[CH2:41][CH2:40]1, predict the reaction product. The product is: [Cl:1][C:2]1[C:33]([C:34]2([C:37]#[N:38])[CH2:36][CH2:35]2)=[CH:32][CH:31]=[CH:30][C:3]=1[C:4]([N:6]([C:42]([CH:39]1[CH2:41][CH2:40]1)=[O:43])[C:7]1[CH:12]=[C:11]([O:13][C:14]2[N:19]=[C:18]3[S:20][C:21]([NH:23][C:24]([CH:26]4[CH2:28][CH2:27]4)=[O:25])=[N:22][C:17]3=[CH:16][CH:15]=2)[CH:10]=[CH:9][C:8]=1[F:29])=[O:5]. (2) Given the reactants [Cl:1][C:2]1[CH:3]=[C:4]([CH:20]=[CH:21][CH:22]=1)[CH2:5][NH:6][C:7](=[O:19])[C:8]1[CH:13]=[CH:12][C:11]([CH:14]=O)=[C:10]([N+:16]([O-])=O)[CH:9]=1.[CH3:23][C:24]1[S:25][CH:26]=[C:27]([CH2:29][CH2:30][NH2:31])[N:28]=1.N1C2C(=CC=CC=2)C=N1, predict the reaction product. The product is: [Cl:1][C:2]1[CH:3]=[C:4]([CH:20]=[CH:21][CH:22]=1)[CH2:5][NH:6][C:7]([C:8]1[CH:13]=[CH:12][C:11]2[C:10]([CH:9]=1)=[N:16][N:31]([CH2:30][CH2:29][C:27]1[N:28]=[C:24]([CH3:23])[S:25][CH:26]=1)[CH:14]=2)=[O:19]. (3) Given the reactants Cl.[CH3:2][N:3](C)[CH2:4]CCN=C=NCC.C[O:14][CH2:15][CH:16]([O:18][C:19]1[CH:20]=[C:21]([CH:25]=[C:26]([O:28][C:29]2[CH:34]=[CH:33][C:32]([C:35]3[O:36][C:37]([CH3:40])=[N:38][N:39]=3)=[CH:31][CH:30]=2)[CH:27]=1)[C:22]([OH:24])=O)[CH3:17].[NH2:41][C:42]1[S:43][CH:44]=[C:45]([CH3:47])[N:46]=1, predict the reaction product. The product is: [CH3:40][C:37]1[O:36][C:35]([C:32]2[CH:31]=[CH:30][C:29]([O:28][C:26]3[CH:25]=[C:21]([CH:20]=[C:19]([O:18][CH:16]4[CH2:17][CH2:2][N:3]([CH3:4])[C:15]4=[O:14])[CH:27]=3)[C:22]([NH:41][C:42]3[S:43][CH:44]=[C:45]([CH3:47])[N:46]=3)=[O:24])=[CH:34][CH:33]=2)=[N:39][N:38]=1.